Predict the reaction yield, written as a fraction of the theoretical maximum amount of product (1.0 means a 100% yield; for example, 0.34 means a 34% yield). From a dataset of Reaction yield outcomes from USPTO patents with 853,638 reactions. (1) No catalyst specified. The reactants are CN(C(ON1N=NC2C=[CH:13][CH:14]=NC1=2)=[N+](C)C)C.F[P-](F)(F)(F)(F)F.[C:25]([N:35]([CH3:41])[C@H:36]([C:38]([OH:40])=O)[CH3:37])([O:27][CH2:28][C:29]1[CH:34]=[CH:33][CH:32]=[CH:31][CH:30]=1)=[O:26].CCN(C(C)C)C(C)C.[NH2:51][CH:52]([C:78]([CH3:81])([CH3:80])[CH3:79])[C:53]([N:55]1[CH2:59][CH2:58][CH:57]2[N:60]([C:72]3N=CC=CN=3)[CH2:61][CH:62]([O:63][C:64]3[CH:69]=[CH:68][C:67]([F:70])=[C:66]([F:71])[CH:65]=3)[CH:56]12)=[O:54].CN1[C:87](=[O:88])[CH2:86]CC1. The yield is 1.00. The product is [CH2:28]([O:27][C:25](=[O:26])[N:35]([CH:36]([C:38](=[O:40])[NH:51][CH:52]([C:53]([N:55]1[CH2:59][CH2:58][CH:57]2[N:60]([CH:72]3[CH2:14][CH2:13][O:88][CH2:87][CH2:86]3)[CH2:61][CH:62]([O:63][C:64]3[CH:69]=[CH:68][C:67]([F:70])=[C:66]([F:71])[CH:65]=3)[CH:56]12)=[O:54])[C:78]([CH3:79])([CH3:81])[CH3:80])[CH3:37])[CH3:41])[C:29]1[CH:30]=[CH:31][CH:32]=[CH:33][CH:34]=1. (2) The reactants are [Cl:1][C:2]1[CH:9]=[CH:8][C:5]([CH2:6][NH2:7])=[C:4]([CH3:10])[CH:3]=1.F[C:12]1[CH:20]=[N:19][CH:18]=[CH:17][C:13]=1[C:14]([OH:16])=[O:15]. No catalyst specified. The product is [Cl:1][C:2]1[CH:9]=[CH:8][C:5]([CH2:6][NH:7][C:17]2[CH:18]=[N:19][CH:20]=[CH:12][C:13]=2[C:14]([OH:16])=[O:15])=[C:4]([CH3:10])[CH:3]=1. The yield is 0.450. (3) The reactants are [F:1][C:2]1[CH:3]=[C:4]([CH:6]=[CH:7][C:8]=1[O:9][C:10]1[CH:15]=[CH:14][N:13]=[C:12]2[CH:16]=[C:17]([I:19])[S:18][C:11]=12)[NH2:5].[N:20]1[CH:25]=[CH:24][CH:23]=C[CH:21]=1.ClC(OC1C=CC=CC=1)=[O:28].C1(N)CC1. The catalyst is CN(C=O)C.O. The product is [CH:25]1([NH:20][C:21]([NH:5][C:4]2[CH:6]=[CH:7][C:8]([O:9][C:10]3[CH:15]=[CH:14][N:13]=[C:12]4[CH:16]=[C:17]([I:19])[S:18][C:11]=34)=[C:2]([F:1])[CH:3]=2)=[O:28])[CH2:23][CH2:24]1. The yield is 0.860. (4) The reactants are [NH2:1][C:2]1[CH:10]=[CH:9][C:5]([C:6]([OH:8])=[O:7])=[C:4]([N+:11]([O-:13])=[O:12])[CH:3]=1.O=S(Cl)Cl.[CH3:18]O. No catalyst specified. The product is [NH2:1][C:2]1[CH:10]=[CH:9][C:5]([C:6]([O:8][CH3:18])=[O:7])=[C:4]([N+:11]([O-:13])=[O:12])[CH:3]=1. The yield is 0.880. (5) The reactants are [Br:1][C:2]1[N:7]=[C:6]([NH:8][C:9]2[CH:13]=[C:12]([CH:14]3[CH2:16][CH2:15]3)[NH:11][N:10]=2)[C:5]([C:17](OCC)=[O:18])=[CH:4][N:3]=1.[H-].[H-].[H-].[H-].[Li+].[Al+3]. The catalyst is C1COCC1. The product is [Br:1][C:2]1[N:7]=[C:6]([NH:8][C:9]2[CH:13]=[C:12]([CH:14]3[CH2:15][CH2:16]3)[NH:11][N:10]=2)[C:5]([CH2:17][OH:18])=[CH:4][N:3]=1. The yield is 0.170. (6) The reactants are [CH3:1][O:2][C:3](=[O:20])[C:4]1[CH:9]=[C:8]([CH:10]=[O:11])[C:7]([C:12]([F:15])([F:14])[F:13])=[CH:6][C:5]=1[NH:16]C(=O)C.C(=O)([O-])[O-].[K+].[K+].C1(C)C=CC(S([CH2:36][N+:37]#[C-:38])(=O)=O)=CC=1. The catalyst is CO. The product is [CH3:1][O:2][C:3](=[O:20])[C:4]1[CH:9]=[C:8]([C:10]2[O:11][CH:38]=[N:37][CH:36]=2)[C:7]([C:12]([F:13])([F:14])[F:15])=[CH:6][C:5]=1[NH2:16]. The yield is 0.280.